From a dataset of Catalyst prediction with 721,799 reactions and 888 catalyst types from USPTO. Predict which catalyst facilitates the given reaction. (1) Reactant: [CH:1]([C:3]1[O:7][N:6]=[C:5]([C:8]([O:10][CH2:11][CH3:12])=[O:9])[C:4]=1[CH3:13])=[O:2].[CH2:14]([Si](C)(C)C)[CH:15]=[CH2:16].B(F)(F)F.CCOCC.C(N(CC)CC)C. Product: [OH:2][CH:1]([C:3]1[O:7][N:6]=[C:5]([C:8]([O:10][CH2:11][CH3:12])=[O:9])[C:4]=1[CH3:13])[CH2:16][CH:15]=[CH2:14]. The catalyst class is: 2. (2) The catalyst class is: 11. Product: [F:22][C:23]([F:29])([F:28])[S:24]([O:1][C:2]1[CH:11]=[C:6]([C:7]([O:9][CH3:10])=[O:8])[CH:5]=[C:4]([CH:3]=1)[C:12]([O:14][CH3:15])=[O:13])(=[O:26])=[O:25]. Reactant: [OH:1][C:2]1[CH:3]=[C:4]([C:12]([O:14][CH3:15])=[O:13])[CH:5]=[C:6]([CH:11]=1)[C:7]([O:9][CH3:10])=[O:8].N1C=CC=CC=1.[F:22][C:23]([F:29])([F:28])[S:24](O)(=[O:26])=[O:25]. (3) Reactant: [CH2:1]=[CH:2][C:3]1[CH:8]=[CH:7][CH:6]=[CH:5][CH:4]=1.C=C.Cl(O)(=O)=O.[CH2:15](O)[CH3:16]. Product: [CH2:1]=[CH:2][C:3]1[CH:8]=[CH:7][CH:6]=[CH:5][CH:4]=1.[CH2:15]=[CH2:16]. The catalyst class is: 11. (4) Reactant: [H-].[Na+].[Br:3][C:4]1[N:9]=[CH:8][C:7]([C:10]2[C:14]3[CH2:15][C:16]4[S:17][CH:18]=[CH:19][C:20]=4[C:13]=3[NH:12][N:11]=2)=[CH:6][CH:5]=1.[CH3:21][Si:22]([CH2:25][CH2:26][O:27][CH2:28]Cl)([CH3:24])[CH3:23]. Product: [Br:3][C:4]1[N:9]=[CH:8][C:7]([C:10]2[C:14]3[CH2:15][C:16]4[S:17][CH:18]=[CH:19][C:20]=4[C:13]=3[N:12]([CH2:28][O:27][CH2:26][CH2:25][Si:22]([CH3:24])([CH3:23])[CH3:21])[N:11]=2)=[CH:6][CH:5]=1. The catalyst class is: 1.